Predict the reaction yield, written as a fraction of the theoretical maximum amount of product (1.0 means a 100% yield; for example, 0.34 means a 34% yield). From a dataset of Reaction yield outcomes from USPTO patents with 853,638 reactions. (1) The reactants are [O:1]=[C:2]1[NH:6][C:5](=[O:7])[CH:4]([CH2:8][C:9]2[CH:14]=[CH:13][C:12]([C:15]3[CH:20]=[CH:19][CH:18]=[C:17]([CH2:21][N:22](C)[C:23](=O)OC(C)(C)C)[CH:16]=3)=[CH:11][CH:10]=2)[S:3]1.FC(F)(F)C(O)=O.C(=O)([O-])[O-].[K+].[K+]. The catalyst is ClCCl. The product is [CH3:23][NH:22][CH2:21][C:17]1[CH:16]=[C:15]([C:12]2[CH:11]=[CH:10][C:9]([CH2:8][CH:4]3[S:3][C:2](=[O:1])[NH:6][C:5]3=[O:7])=[CH:14][CH:13]=2)[CH:20]=[CH:19][CH:18]=1. The yield is 0.780. (2) The reactants are [Si]([O:8][CH2:9][CH2:10][NH:11][C@H:12]1[C:20]2[C:15](=[C:16]([C:21]3[S:25][C:24]([C:26]4[CH:27]=[CH:28][C:29]([O:34][CH:35]([CH3:37])[CH3:36])=[C:30]([CH:33]=4)[C:31]#[N:32])=[N:23][N:22]=3)[CH:17]=[CH:18][CH:19]=2)[CH2:14][CH2:13]1)(C(C)(C)C)(C)C.Cl. The catalyst is O1CCOCC1. The product is [OH:8][CH2:9][CH2:10][NH:11][C@H:12]1[C:20]2[C:15](=[C:16]([C:21]3[S:25][C:24]([C:26]4[CH:27]=[CH:28][C:29]([O:34][CH:35]([CH3:37])[CH3:36])=[C:30]([CH:33]=4)[C:31]#[N:32])=[N:23][N:22]=3)[CH:17]=[CH:18][CH:19]=2)[CH2:14][CH2:13]1. The yield is 0.900. (3) The reactants are [F:1][CH:2]([F:47])[C:3]1[CH:8]=[CH:7][C:6]([C:9]2[C:10]([C:14]([F:17])([F:16])[F:15])=[N:11][NH:12][CH:13]=2)=[CH:5][C:4]=1[CH:18]([S:23][CH:24]([C:29]1[CH:34]=[C:33]([C:35]2[C:36]([C:40]([F:43])([F:42])[F:41])=[N:37][NH:38][CH:39]=2)[CH:32]=[CH:31][C:30]=1[CH:44]([F:46])[F:45])[C:25]([F:28])([F:27])[F:26])[C:19]([F:22])([F:21])[F:20].ClC1C=CC=C(C(OO)=[O:56])C=1.S([O-])([O-])=O.[Na+].[Na+]. The catalyst is C(Cl)(Cl)Cl. The product is [F:45][CH:44]([F:46])[C:30]1[CH:31]=[CH:32][C:33]([C:35]2[C:36]([C:40]([F:43])([F:42])[F:41])=[N:37][NH:38][CH:39]=2)=[CH:34][C:29]=1[CH:24]([S:23]([CH:18]([C:4]1[CH:5]=[C:6]([C:9]2[C:10]([C:14]([F:17])([F:16])[F:15])=[N:11][NH:12][CH:13]=2)[CH:7]=[CH:8][C:3]=1[CH:2]([F:1])[F:47])[C:19]([F:20])([F:21])[F:22])=[O:56])[C:25]([F:26])([F:27])[F:28]. The yield is 0.974. (4) The reactants are [CH3:1][O:2]S([O-])(=O)=O.[NH2:7][C:8]1[CH:16]=[CH:15][C:14]([Br:17])=[CH:13][C:9]=1[C:10](O)=[O:11].CCN(CC)CC. The catalyst is CN(C=O)C. The product is [NH2:7][C:8]1[CH:16]=[CH:15][C:14]([Br:17])=[CH:13][C:9]=1[C:10]([O:2][CH3:1])=[O:11]. The yield is 0.560. (5) The reactants are [F:1][C:2]1[CH:11]=[C:10]([CH:12]=[O:13])[CH:9]=[CH:8][C:3]=1[C:4]([O:6][CH3:7])=[O:5].[CH2:14](O)[CH2:15][OH:16]. The catalyst is C1C=CC=CC=1.O.C1(C)C=CC(S(O)(=O)=O)=CC=1. The product is [O:13]1[CH2:14][CH2:15][O:16][CH:12]1[C:10]1[CH:9]=[CH:8][C:3]([C:4]([O:6][CH3:7])=[O:5])=[C:2]([F:1])[CH:11]=1. The yield is 0.800. (6) The reactants are COC1C=CC=CC=1.[Cl:9][C:10]1[S:25][C:13]2[O:14][C:15]3[CH:23]=[C:22]([CH3:24])[CH:21]=[CH:20][C:16]=3[NH:17][C:18](=O)[C:12]=2[CH:11]=1.CN(C)C1C=CC=CC=1.P(Cl)(Cl)([Cl:37])=O. No catalyst specified. The product is [Cl:9][C:10]1[S:25][C:13]2[O:14][C:15]3[CH:23]=[C:22]([CH3:24])[CH:21]=[CH:20][C:16]=3[N:17]=[C:18]([Cl:37])[C:12]=2[CH:11]=1. The yield is 2.56. (7) The reactants are C(N(S(F)(F)[F:7])CC)C.O[CH2:11][CH2:12][S:13]([C:16]1[CH:17]=[C:18]2[C:22](=[CH:23][CH:24]=1)[N:21]([C:25]1[N:30]=[CH:29][N:28]=[C:27]([O:31][CH:32]3[CH2:37][CH2:36][N:35]([C:38]([O:40][C:41]([CH3:44])([CH3:43])[CH3:42])=[O:39])[CH2:34][CH2:33]3)[CH:26]=1)[CH2:20][CH2:19]2)(=[O:15])=[O:14].C(=O)(O)[O-].[Na+]. The yield is 0.390. The catalyst is ClCCl. The product is [F:7][CH2:11][CH2:12][S:13]([C:16]1[CH:17]=[C:18]2[C:22](=[CH:23][CH:24]=1)[N:21]([C:25]1[N:30]=[CH:29][N:28]=[C:27]([O:31][CH:32]3[CH2:37][CH2:36][N:35]([C:38]([O:40][C:41]([CH3:44])([CH3:43])[CH3:42])=[O:39])[CH2:34][CH2:33]3)[CH:26]=1)[CH2:20][CH2:19]2)(=[O:15])=[O:14]. (8) The catalyst is C1COCC1.[Cl-].[Na+].O. The reactants are [CH3:1][O:2][C:3]1[CH:4]=[C:5]([CH:11]=[CH:12][CH:13]=1)[C:6]([CH2:8][C:9]#[N:10])=[O:7].[H-].[Na+].Br.Br[CH2:18][C:19]([C:21]1[CH:22]=[N:23][CH:24]=[CH:25][CH:26]=1)=[O:20]. The yield is 0.430. The product is [CH3:1][O:2][C:3]1[CH:4]=[C:5]([CH:11]=[CH:12][CH:13]=1)[C:6]([CH:8]([CH2:18][C:19](=[O:20])[C:21]1[CH:22]=[N:23][CH:24]=[CH:25][CH:26]=1)[C:9]#[N:10])=[O:7]. (9) The product is [C:16]1([C:17]([O:19][CH3:20])=[O:18])[N:15]=[CH:14][N:11]2[CH2:12][CH2:13][N:8]([C:29]([O:31][C:32]([CH3:33])([CH3:34])[CH3:35])=[O:30])[CH2:9][C:10]=12. The yield is 0.800. The reactants are C([N:8]1[CH2:13][CH2:12][N:11]2[CH:14]=[N:15][C:16]([C:17]([O:19][CH3:20])=[O:18])=[C:10]2[CH2:9]1)C1C=CC=CC=1.[C:29](O[C:29]([O:31][C:32]([CH3:35])([CH3:34])[CH3:33])=[O:30])([O:31][C:32]([CH3:35])([CH3:34])[CH3:33])=[O:30]. The catalyst is C(O)C.[Pd].